Dataset: Catalyst prediction with 721,799 reactions and 888 catalyst types from USPTO. Task: Predict which catalyst facilitates the given reaction. (1) Reactant: [C:1](Cl)(=[O:8])[C:2]1[CH:7]=[CH:6][N:5]=[CH:4][CH:3]=1.[CH3:10][C:11]1[C:15]([NH2:16])=[C:14]([C:17]2[CH:22]=[CH:21][CH:20]=[CH:19][CH:18]=2)[NH:13][N:12]=1.O. Product: [CH3:10][C:11]1[C:15]([NH:16][C:1](=[O:8])[C:2]2[CH:7]=[CH:6][N:5]=[CH:4][CH:3]=2)=[C:14]([C:17]2[CH:18]=[CH:19][CH:20]=[CH:21][CH:22]=2)[NH:13][N:12]=1. The catalyst class is: 17. (2) Product: [Cl:8][C:5]1[CH:6]=[CH:7][C:2]([NH:12][CH:9]2[CH2:11][CH2:10]2)=[N:3][CH:4]=1. The catalyst class is: 37. Reactant: Br[C:2]1[CH:7]=[CH:6][C:5]([Cl:8])=[CH:4][N:3]=1.[CH:9]1([NH2:12])[CH2:11][CH2:10]1.CCN(C(C)C)C(C)C. (3) Reactant: [OH:1][C:2]1[CH:7]=[CH:6][C:5]([C:8]2[CH:9]=[CH:10][C:11]([CH:17]=O)=[C:12]3[C:16]=2[O:15][CH:14]=[CH:13]3)=[CH:4][CH:3]=1.Cl.[NH2:20][OH:21].CO.N1C=CC=CC=1. Product: [OH:1][C:2]1[CH:7]=[CH:6][C:5]([C:8]2[CH:9]=[CH:10][C:11]([CH:17]=[N:20][OH:21])=[C:12]3[C:16]=2[O:15][CH:14]=[CH:13]3)=[CH:4][CH:3]=1. The catalyst class is: 28. (4) Reactant: C1(P(=O)(C2C=CC=CC=2)C2C=CC=CC=2)C=CC=CC=1.FC(F)(F)S(OS(C(F)(F)F)(=O)=O)(=O)=O.[CH3:36][N:37]([S:72]([C:75]1[S:76][CH:77]=[CH:78][CH:79]=1)(=[O:74])=[O:73])[C:38]1[CH:39]=[CH:40][CH:41]=[C:42]2[C:46]=1[NH:45][C:44]([C:47]([NH:49][CH2:50][CH2:51][S:52]C(C1C=CC=CC=1)(C1C=CC=CC=1)C1C=CC=CC=1)=O)=[CH:43]2. Product: [S:52]1[CH2:51][CH2:50][N:49]=[C:47]1[C:44]1[NH:45][C:46]2[C:42]([CH:43]=1)=[CH:41][CH:40]=[CH:39][C:38]=2[N:37]([CH3:36])[S:72]([C:75]1[S:76][CH:77]=[CH:78][CH:79]=1)(=[O:73])=[O:74]. The catalyst class is: 4. (5) Reactant: ClC1N=C(NC(C2C=CC3C(=CC=CC=3)C=2)C)N=C(N)N=1.C(#N)C.C(=O)([O-])[O-].[Na+].[Na+].[NH2:31][CH:32]([CH2:36][N:37]1[CH:41]=[CH:40][C:39]([C:42]2[N:47]=[C:46]([NH2:48])[N:45]=[C:44]([NH:49][CH:50]([C:52]3[CH:61]=[CH:60][C:59]4[C:54](=[CH:55][CH:56]=[CH:57][CH:58]=4)[CH:53]=3)[CH3:51])[N:43]=2)=[N:38]1)[C:33]([OH:35])=[O:34]. Product: [NH2:31][C@@H:32]([CH2:36][N:37]1[CH:41]=[CH:40][C:39]([C:42]2[N:47]=[C:46]([NH2:48])[N:45]=[C:44]([NH:49][C@@H:50]([C:52]3[CH:61]=[CH:60][C:59]4[C:54](=[CH:55][CH:56]=[CH:57][CH:58]=4)[CH:53]=3)[CH3:51])[N:43]=2)=[N:38]1)[C:33]([OH:35])=[O:34]. The catalyst class is: 189. (6) Reactant: [Br:1][C:2]1[CH:3]=[CH:4][C:5](F)=[C:6]([C:8](=O)[CH2:9][CH3:10])[CH:7]=1.O.[NH2:14][NH2:15].O. Product: [Br:1][C:2]1[CH:7]=[C:6]2[C:5](=[CH:4][CH:3]=1)[NH:15][N:14]=[C:8]2[CH2:9][CH3:10]. The catalyst class is: 60.